This data is from Forward reaction prediction with 1.9M reactions from USPTO patents (1976-2016). The task is: Predict the product of the given reaction. (1) Given the reactants [CH3:1][C:2]1[CH:3]=[C:4]2[N:13]=[CH:12][C:11]3[CH:10]=[C:9]([C:14]4[CH:19]=[CH:18][CH:17]=[CH:16][CH:15]=4)[C:8](=[O:20])[NH:7][C:6]=3[N:5]2[N:21]=1.[I:22]N1C(=O)CCC1=O, predict the reaction product. The product is: [I:22][C:3]1[C:2]([CH3:1])=[N:21][N:5]2[C:6]3[C:11](=[CH:10][C:9]([C:14]4[CH:15]=[CH:16][CH:17]=[CH:18][CH:19]=4)=[C:8]([OH:20])[N:7]=3)[CH:12]=[N:13][C:4]=12. (2) The product is: [OH:33][CH2:34][CH2:35][CH2:36][CH2:37][CH2:38][CH2:39][O:40][CH:41]1[CH2:46][CH2:45][N:44]([C:47]([C:49]2[CH:50]=[C:51]([S:55]([C:58]3[CH:59]=[C:60]4[C:65](=[C:66]([CH3:68])[CH:67]=3)[N:64]=[CH:63][C:62]([C:69]([NH2:71])=[O:70])=[C:61]4[NH:72][C:73]3[CH:78]=[CH:77][CH:76]=[C:75]([O:79][CH3:80])[CH:74]=3)(=[O:57])=[O:56])[CH:52]=[CH:53][CH:54]=2)=[O:48])[CH2:43][CH2:42]1. Given the reactants N(C[C@@H](C1C=CC(OCC2C=CC=CC=2)=C2C=1C=CC(=O)N2)O)=[N+]=[N-].[Si]([O:33][CH2:34][CH2:35][CH2:36][CH2:37][CH2:38][CH2:39][O:40][CH:41]1[CH2:46][CH2:45][N:44]([C:47]([C:49]2[CH:50]=[C:51]([S:55]([C:58]3[CH:59]=[C:60]4[C:65](=[C:66]([CH3:68])[CH:67]=3)[N:64]=[CH:63][C:62]([C:69]([NH2:71])=[O:70])=[C:61]4[NH:72][C:73]3[CH:78]=[CH:77][CH:76]=[C:75]([O:79][CH3:80])[CH:74]=3)(=[O:57])=[O:56])[CH:52]=[CH:53][CH:54]=2)=[O:48])[CH2:43][CH2:42]1)(C(C)(C)C)(C)C, predict the reaction product.